Predict the product of the given reaction. From a dataset of Forward reaction prediction with 1.9M reactions from USPTO patents (1976-2016). (1) Given the reactants C(O[C:4](=O)[NH:5][CH2:6][CH:7]([C:20]1[CH:25]=[CH:24][CH:23]=[CH:22][CH:21]=1)[CH:8]([OH:19])[C:9]1[C:18]2[C:13](=[CH:14][CH:15]=[CH:16][CH:17]=2)[CH:12]=[CH:11][CH:10]=1)C.[H-].[H-].[H-].[H-].[Li+].[Al+3], predict the reaction product. The product is: [CH3:4][NH:5][CH2:6][CH:7]([C:20]1[CH:25]=[CH:24][CH:23]=[CH:22][CH:21]=1)[CH:8]([C:9]1[C:18]2[C:13](=[CH:14][CH:15]=[CH:16][CH:17]=2)[CH:12]=[CH:11][CH:10]=1)[OH:19]. (2) The product is: [CH2:38]([C:29]1([CH2:36][CH3:37])[O:28][C:27](=[O:40])[N:26]([CH2:25][CH2:24][C:23]([NH:22][CH2:21][CH:20]([OH:43])[C:11]2[CH:10]=[C:9]([OH:8])[CH:18]=[C:17]3[C:12]=2[CH:13]=[CH:14][C:15](=[O:19])[NH:16]3)([CH3:41])[CH3:42])[C:31]2[CH:32]=[CH:33][CH:34]=[CH:35][C:30]1=2)[CH3:39]. Given the reactants C([O:8][C:9]1[CH:18]=[C:17]2[C:12]([CH:13]=[CH:14][C:15](=[O:19])[NH:16]2)=[C:11]([CH:20]([OH:43])[CH2:21][NH:22][C:23]([CH3:42])([CH3:41])[CH2:24][CH2:25][N:26]2[C:31]3[CH:32]=[CH:33][CH:34]=[CH:35][C:30]=3[C:29]([CH2:38][CH3:39])([CH2:36][CH3:37])[O:28][C:27]2=[O:40])[CH:10]=1)C1C=CC=CC=1.[H][H], predict the reaction product. (3) Given the reactants [Cl:1][C:2]1[CH:9]=[CH:8][CH:7]=[C:6]([Cl:10])[C:3]=1C=O.ClN1C(=[O:17])CCC1=O.[ClH:19].C[N:21]([CH:23]=O)C, predict the reaction product. The product is: [Cl:19][O:17][N:21]=[CH:23][C:3]1[C:2]([Cl:1])=[CH:9][CH:8]=[CH:7][C:6]=1[Cl:10]. (4) Given the reactants C([C:8]1[NH:12][C:11]([C:13]([NH:15][C@H:16]([C:18]([NH:20][C@H:21]([CH:26]=[O:27])[CH2:22][C:23]([OH:25])=[O:24])=[O:19])[CH3:17])=[O:14])=[CH:10][CH:9]=1)C1C=CC=CC=1.C(C1NC(C(N[C@@H](C(N[C@H]2CC(=O)O[C@@H]2OCC2C=CC=CC=2)=O)C)=O)=CC=1)C1C=CC=CC=1.[K+].[Br-], predict the reaction product. The product is: [NH:12]1[CH:8]=[CH:9][CH:10]=[C:11]1[C:13]([NH:15][C@H:16]([C:18]([NH:20][C@H:21]([CH:26]=[O:27])[CH2:22][C:23]([OH:25])=[O:24])=[O:19])[CH3:17])=[O:14]. (5) Given the reactants [NH2:1][CH:2]([CH2:24][C:25]1[CH:30]=[CH:29][CH:28]=[CH:27][CH:26]=1)[CH:3]([OH:23])[CH2:4][N:5]([CH2:19][CH:20]([CH3:22])[CH3:21])[S:6]([C:9]1[CH:18]=[CH:17][C:12]2[N:13]=[C:14]([NH2:16])[S:15][C:11]=2[CH:10]=1)(=[O:8])=[O:7].OC1C2N=NNC=2C=CC=1.C(Cl)CCl.[OH:45][CH2:46][C:47]([OH:49])=O.[C:50]([O:54][C:55](=[O:67])[NH:56][CH2:57][C:58]1[CH:63]=[C:62]([CH3:64])[C:61](C)=[C:60]([CH3:66])[CH:59]=1)([CH3:53])([CH3:52])[CH3:51], predict the reaction product. The product is: [C:50]([O:54][C:55](=[O:67])[NH:56][CH2:57][C:58]1[CH:59]=[C:60]([CH3:66])[C:61]([O:45][CH2:46][C:47](=[O:49])[NH:1][CH:2]([CH2:24][C:25]2[CH:26]=[CH:27][CH:28]=[CH:29][CH:30]=2)[CH:3]([OH:23])[CH2:4][N:5]([S:6]([C:9]2[CH:18]=[CH:17][C:12]3[N:13]=[C:14]([NH2:16])[S:15][C:11]=3[CH:10]=2)(=[O:7])=[O:8])[CH2:19][CH:20]([CH3:21])[CH3:22])=[C:62]([CH3:64])[CH:63]=1)([CH3:53])([CH3:52])[CH3:51]. (6) Given the reactants [C:1]([O:5][C:6]([N:8]1[CH2:13][CH2:12][CH:11]([CH:14]([C:16]2[C:17](Br)=[N:18][CH:19]=[CH:20][CH:21]=2)[OH:15])[CH2:10][CH2:9]1)=[O:7])([CH3:4])([CH3:3])[CH3:2].[OH-].[Na+], predict the reaction product. The product is: [C:1]([O:5][C:6]([N:8]1[CH2:9][CH2:10][CH:11]([CH:14]([OH:15])[C:16]2[CH:17]=[N:18][CH:19]=[CH:20][CH:21]=2)[CH2:12][CH2:13]1)=[O:7])([CH3:4])([CH3:2])[CH3:3]. (7) Given the reactants Cl[C:2]1[CH:7]=[C:6]([I:8])[CH:5]=[C:4]([Cl:9])[N:3]=1.[NH2:10][CH:11]1[CH2:16][CH2:15][CH2:14][N:13]([C:17]([O:19][C:20]([CH3:23])([CH3:22])[CH3:21])=[O:18])[CH2:12]1, predict the reaction product. The product is: [Cl:9][C:4]1[N:3]=[C:2]([NH:10][CH:11]2[CH2:16][CH2:15][CH2:14][N:13]([C:17]([O:19][C:20]([CH3:23])([CH3:22])[CH3:21])=[O:18])[CH2:12]2)[CH:7]=[C:6]([I:8])[CH:5]=1.